Predict the reactants needed to synthesize the given product. From a dataset of Full USPTO retrosynthesis dataset with 1.9M reactions from patents (1976-2016). (1) Given the product [C:1]([O:5][C@@H:6]([C:12]1[C:39]([CH3:40])=[CH:38][C:15]2[N:16]=[C:17]([C:19]3[CH:24]=[CH:23][N:22]=[C:21]([N:25]4[CH2:30][CH2:29][N:28]5[C:31]([C:34]([F:37])([F:35])[F:36])=[N:32][N:33]=[C:27]5[CH2:26]4)[CH:20]=3)[S:18][C:14]=2[C:13]=1[C:41]1[CH:46]=[CH:45][C:44]([Cl:47])=[CH:43][CH:42]=1)[C:7]([OH:9])=[O:8])([CH3:4])([CH3:2])[CH3:3], predict the reactants needed to synthesize it. The reactants are: [C:1]([O:5][C@@H:6]([C:12]1[C:39]([CH3:40])=[CH:38][C:15]2[N:16]=[C:17]([C:19]3[CH:24]=[CH:23][N:22]=[C:21]([N:25]4[CH2:30][CH2:29][N:28]5[C:31]([C:34]([F:37])([F:36])[F:35])=[N:32][N:33]=[C:27]5[CH2:26]4)[CH:20]=3)[S:18][C:14]=2[C:13]=1[C:41]1[CH:46]=[CH:45][C:44]([Cl:47])=[CH:43][CH:42]=1)[C:7]([O:9]CC)=[O:8])([CH3:4])([CH3:3])[CH3:2].[OH-].[Na+].CN(C=O)C. (2) Given the product [C:1]([O:5][C:6](=[O:22])[CH2:7][N:8]1[C:12]2=[N:13][CH:14]=[CH:15][CH:16]=[C:11]2[C:10]([C:26]#[N:27])=[N:9]1)([CH3:2])([CH3:3])[CH3:4], predict the reactants needed to synthesize it. The reactants are: [C:1]([O:5][C:6](=[O:22])[CH:7](C(C)(C)C)[N:8]1[C:12]2=[N:13][CH:14]=[CH:15][CH:16]=[C:11]2[C:10](I)=[N:9]1)([CH3:4])([CH3:3])[CH3:2].C(Cl)Cl.[CH3:26][N:27](C=O)C. (3) Given the product [Cl:18][C:15]1[CH:16]=[CH:17][C:12]([C:11]([NH:10][C:7]2[CH:6]=[CH:5][C:4]([C@@H:2]([NH:1][C:29]3[C:28]4[C:23](=[CH:24][C:25]([I:32])=[CH:26][CH:27]=4)[N:22]=[C:21]([Cl:20])[N:30]=3)[CH3:3])=[CH:9][CH:8]=2)=[O:19])=[CH:13][N:14]=1, predict the reactants needed to synthesize it. The reactants are: [NH2:1][C@H:2]([C:4]1[CH:9]=[CH:8][C:7]([NH:10][C:11](=[O:19])[C:12]2[CH:17]=[CH:16][C:15]([Cl:18])=[N:14][CH:13]=2)=[CH:6][CH:5]=1)[CH3:3].[Cl:20][C:21]1[N:30]=[C:29](Cl)[C:28]2[C:23](=[CH:24][C:25]([I:32])=[CH:26][CH:27]=2)[N:22]=1. (4) Given the product [CH2:1]([C:3]1[CH:4]=[CH:5][C:6]([C:9]2[CH:10]=[CH:11][C:12]([C:25]([O:27][CH3:28])=[O:26])=[N:13][C:14]=2[C:15]2[CH:20]=[CH:19][C:18]([C:21]([F:22])([F:23])[F:24])=[CH:17][CH:16]=2)=[CH:7][CH:8]=1)[CH3:2], predict the reactants needed to synthesize it. The reactants are: [CH2:1]([C:3]1[CH:8]=[CH:7][C:6]([C:9]2[CH:10]=[CH:11][C:12]([C:25]([O:27][CH2:28]C)=[O:26])=[N:13][C:14]=2[C:15]2[CH:20]=[CH:19][C:18]([C:21]([F:24])([F:23])[F:22])=[CH:17][CH:16]=2)=[CH:5][CH:4]=1)[CH3:2]. (5) Given the product [Cl:37][C:34]1[CH:35]=[CH:36][C:31]([CH2:30][N:26]2[C:27]3[C:23](=[CH:22][C:21](/[CH:20]=[C:17]4/[C:18](=[O:19])[N:14]([CH:11]5[CH2:12][CH2:13][NH:8][CH2:9][C:10]5=[O:43])[C:15](=[O:42])[S:16]/4)=[CH:29][CH:28]=3)[CH:24]=[N:25]2)=[C:32]([C:38]([F:41])([F:40])[F:39])[CH:33]=1, predict the reactants needed to synthesize it. The reactants are: C(OC([N:8]1[CH2:13][CH2:12][CH:11]([N:14]2[C:18](=[O:19])/[C:17](=[CH:20]/[C:21]3[CH:22]=[C:23]4[C:27](=[CH:28][CH:29]=3)[N:26]([CH2:30][C:31]3[CH:36]=[CH:35][C:34]([Cl:37])=[CH:33][C:32]=3[C:38]([F:41])([F:40])[F:39])[N:25]=[CH:24]4)/[S:16][C:15]2=[O:42])[CH:10]([OH:43])[CH2:9]1)=O)(C)(C)C.CC(OI1(OC(C)=O)(OC(C)=O)OC(=O)C2C=CC=CC1=2)=O.C(O)(C(F)(F)F)=O.C(Cl)Cl. (6) Given the product [NH2:7][C:8]1[CH:13]=[CH:12][C:11]([O:14][S:15]([C:18]2[CH:19]=[CH:20][C:21]([O:24][CH2:28][C:29]3[CH:34]=[CH:33][CH:32]=[CH:31][CH:30]=3)=[CH:22][CH:23]=2)(=[O:16])=[O:17])=[CH:10][C:9]=1[N+:25]([O-:27])=[O:26], predict the reactants needed to synthesize it. The reactants are: C(=O)([O-])[O-].[Cs+].[Cs+].[NH2:7][C:8]1[CH:13]=[CH:12][C:11]([O:14][S:15]([C:18]2[CH:23]=[CH:22][C:21]([OH:24])=[CH:20][CH:19]=2)(=[O:17])=[O:16])=[CH:10][C:9]=1[N+:25]([O-:27])=[O:26].[CH2:28](Br)[C:29]1[CH:34]=[CH:33][CH:32]=[CH:31][CH:30]=1.